Dataset: Full USPTO retrosynthesis dataset with 1.9M reactions from patents (1976-2016). Task: Predict the reactants needed to synthesize the given product. (1) Given the product [CH3:24][N:19]1[CH:18]=[C:17]2[C:21]([CH:22]=[CH:23][C:15]([N:10]3[CH2:11][CH2:12][N:8]([C:3]4[CH:4]=[N:5][CH:6]=[CH:7][C:2]=4[CH3:1])[C:9]3=[O:13])=[CH:16]2)=[N:20]1, predict the reactants needed to synthesize it. The reactants are: [CH3:1][C:2]1[CH:7]=[CH:6][N:5]=[CH:4][C:3]=1[N:8]1[CH2:12][CH2:11][NH:10][C:9]1=[O:13].Br[C:15]1[CH:23]=[CH:22][C:21]2[C:17](=[CH:18][N:19]([CH3:24])[N:20]=2)[CH:16]=1.N[C@@H]1CCCC[C@H]1N.P([O-])([O-])([O-])=O.[K+].[K+].[K+]. (2) The reactants are: [Br:1][C:2]1[CH:3]=[C:4]2[C:8](=[C:9]([C:11]([O:13]CC)=[O:12])[CH:10]=1)[NH:7][CH:6]=[C:5]2[CH2:16][CH:17]1[CH2:22][CH2:21][CH2:20][S:19](=[O:24])(=[O:23])[CH2:18]1.[Li+].[OH-]. Given the product [Br:1][C:2]1[CH:3]=[C:4]2[C:8](=[C:9]([C:11]([OH:13])=[O:12])[CH:10]=1)[NH:7][CH:6]=[C:5]2[CH2:16][CH:17]1[CH2:22][CH2:21][CH2:20][S:19](=[O:23])(=[O:24])[CH2:18]1, predict the reactants needed to synthesize it. (3) Given the product [N:1]1[CH:6]=[CH:5][CH:4]=[N:3][C:2]=1[O:7][CH2:8][C:9]([OH:11])=[O:10], predict the reactants needed to synthesize it. The reactants are: [N:1]1[CH:6]=[CH:5][CH:4]=[N:3][C:2]=1[O:7][CH2:8][C:9]([O:11]CC)=[O:10].[OH-].[Na+]. (4) Given the product [OH:27][CH2:12][CH:11]1[CH:15]([CH2:14][OH:13])[CH2:16][C:17]([C:18]2[CH:23]=[CH:22][C:21]([O:24][CH3:25])=[CH:20][CH:19]=2)=[C:9]([C:6]2[CH:7]=[CH:8][C:3]([O:2][CH3:1])=[CH:4][CH:5]=2)[CH2:10]1, predict the reactants needed to synthesize it. The reactants are: [CH3:1][O:2][C:3]1[CH:8]=[CH:7][C:6]([C:9]2[CH2:10][CH:11]3[CH:15]([CH2:16][C:17]=2[C:18]2[CH:23]=[CH:22][C:21]([O:24][CH3:25])=[CH:20][CH:19]=2)[C:14](=O)[O:13][C:12]3=[O:27])=[CH:5][CH:4]=1.[H-].[H-].[H-].[H-].[Li+].[Al+3]. (5) The reactants are: [C:1]([C:5]1[CH:6]=[C:7]2[C:12](=[C:13]([F:15])[CH:14]=1)[C:11](=[O:16])[N:10]([C:17]1[CH:24]=[CH:23][CH:22]=[C:21]([C:25]3[CH:30]=[C:29]([NH:31][C:32]4[CH:37]=[CH:36][C:35]([C:38]([N:40]5[CH2:45][CH2:44][O:43][CH2:42][CH2:41]5)=[O:39])=[CH:34][N:33]=4)[C:28](=[O:46])[N:27]([CH3:47])[CH:26]=3)[C:18]=1[CH:19]=[O:20])[N:9]=[CH:8]2)([CH3:4])([CH3:3])[CH3:2].C(Cl)Cl.[BH4-].[Na+]. Given the product [C:1]([C:5]1[CH:6]=[C:7]2[C:12](=[C:13]([F:15])[CH:14]=1)[C:11](=[O:16])[N:10]([C:17]1[CH:24]=[CH:23][CH:22]=[C:21]([C:25]3[CH:30]=[C:29]([NH:31][C:32]4[CH:37]=[CH:36][C:35]([C:38]([N:40]5[CH2:45][CH2:44][O:43][CH2:42][CH2:41]5)=[O:39])=[CH:34][N:33]=4)[C:28](=[O:46])[N:27]([CH3:47])[CH:26]=3)[C:18]=1[CH2:19][OH:20])[N:9]=[CH:8]2)([CH3:4])([CH3:2])[CH3:3], predict the reactants needed to synthesize it. (6) Given the product [N+:12]([C:8]1[CH:9]=[CH:10][CH:11]=[C:4]([O:21][CH:18]2[CH2:19][CH2:20][O:15][CH2:16][CH2:17]2)[C:5]=1[C:6]#[N:7])([O-:14])=[O:13], predict the reactants needed to synthesize it. The reactants are: [N+]([C:4]1[CH:11]=[CH:10][CH:9]=[C:8]([N+:12]([O-:14])=[O:13])[C:5]=1[C:6]#[N:7])([O-])=O.[O:15]1[CH2:20][CH2:19][CH:18]([OH:21])[CH2:17][CH2:16]1. (7) Given the product [CH3:12][O:13][C:14]1[CH:15]=[C:16]2[C:21](=[CH:22][C:23]=1[O:24][CH3:25])[N:20]=[CH:19][N:18]=[C:17]2[NH:26][C:27]1[S:28][C:29]2[CH:35]=[C:34]([NH:36][C:10]([NH:9][C:5]3[CH:6]=[CH:7][CH:8]=[C:3]([O:2][CH3:1])[CH:4]=3)=[O:11])[CH:33]=[CH:32][C:30]=2[N:31]=1, predict the reactants needed to synthesize it. The reactants are: [CH3:1][O:2][C:3]1[CH:4]=[C:5]([N:9]=[C:10]=[O:11])[CH:6]=[CH:7][CH:8]=1.[CH3:12][O:13][C:14]1[CH:15]=[C:16]2[C:21](=[CH:22][C:23]=1[O:24][CH3:25])[N:20]=[CH:19][N:18]=[C:17]2[NH:26][C:27]1[S:28][C:29]2[CH:35]=[C:34]([NH2:36])[CH:33]=[CH:32][C:30]=2[N:31]=1. (8) Given the product [CH3:44][O:45][C:11]([C@H:6]1[C@H:5]2[CH2:1][C@H:2]([CH:3]=[CH:4]2)[C@H:7]1[C:8]([OH:10])=[O:9])=[O:12], predict the reactants needed to synthesize it. The reactants are: [CH2:1]1[C@@H:5]2[C@@H:6]3[C:11](=[O:12])[O:10][C:8](=[O:9])[C@@H:7]3[C@H:2]1[CH:3]=[CH:4]2.C1(C)C=CC=CC=1.COC1C=CC2N=CC=C([C@H](O)[C@@H]3N4C[C@H](C=C)C(CC4)C3)C=2C=1.[CH3:44][OH:45]. (9) Given the product [NH2:44][C:45]1[C:46]([C:55]([NH:57][NH:58][C:4](=[O:5])[C:3]([OH:8])([CH3:7])[C:2]([F:10])([F:9])[F:1])=[O:56])=[N:47][CH:48]=[C:49]([C:51]([F:53])([F:52])[F:54])[CH:50]=1, predict the reactants needed to synthesize it. The reactants are: [F:1][C:2]([F:10])([F:9])[C:3]([OH:8])([CH3:7])[C:4](O)=[O:5].CN(C(ON1N=NC2C=CC=NC1=2)=[N+](C)C)C.F[P-](F)(F)(F)(F)F.CCN(C(C)C)C(C)C.[NH2:44][C:45]1[C:46]([C:55]([NH:57][NH2:58])=[O:56])=[N:47][CH:48]=[C:49]([C:51]([F:54])([F:53])[F:52])[CH:50]=1.